This data is from Reaction yield outcomes from USPTO patents with 853,638 reactions. The task is: Predict the reaction yield, written as a fraction of the theoretical maximum amount of product (1.0 means a 100% yield; for example, 0.34 means a 34% yield). (1) The reactants are [Br:1][C:2]1[N:3]=[C:4]([CH:7]=O)[S:5][CH:6]=1.Cl.[NH2:10][CH2:11][CH2:12][C:13]([O:15][CH2:16][CH3:17])=[O:14].[BH-](OC(C)=O)(OC(C)=O)OC(C)=O.[Na+]. The catalyst is ClCCCl.CC(=O)OCC. The product is [Br:1][C:2]1[N:3]=[C:4]([CH2:7][NH:10][CH2:11][CH2:12][C:13]([O:15][CH2:16][CH3:17])=[O:14])[S:5][CH:6]=1. The yield is 0.370. (2) The reactants are COC1C=CC([C:9]2[C:13]([CH3:15])([CH3:14])[O:12][C:11](=[O:16])[C:10]=2[C:17]2[CH:22]=[CH:21][C:20]([O:23][CH2:24]C3C=CC4C(=CC=CC=4)N=3)=[CH:19][CH:18]=2)=CC=1.[N:35]1[CH:40]=[CH:39][C:38](B(O)O)=[CH:37][CH:36]=1. No catalyst specified. The product is [CH3:14][C:13]1([CH3:15])[O:12][C:11](=[O:16])[C:10]([C:17]2[CH:18]=[CH:19][C:20]([O:23][CH2:24][C:36]3[CH:37]=[CH:38][C:39]4[C:40](=[CH:13][CH:9]=[CH:10][CH:11]=4)[N:35]=3)=[CH:21][CH:22]=2)=[C:9]1[C:38]1[CH:39]=[CH:40][N:35]=[CH:36][CH:37]=1. The yield is 0.760. (3) The reactants are [F:1][C:2]1[CH:7]=[CH:6][C:5]([CH2:8][CH2:9][S:10][CH:11]([C:22]([O:24][CH2:25][C:26]([Cl:29])([Cl:28])[Cl:27])=[O:23])[CH2:12][C:13]2[CH:21]=[CH:20][C:16]([C:17]([OH:19])=[O:18])=[CH:15][CH:14]=2)=[CH:4][CH:3]=1.[CH3:30][C:31]1[O:35][C:34]([C:36]2[CH:41]=[CH:40][CH:39]=[CH:38][CH:37]=2)=[N:33][C:32]=1[CH2:42][CH2:43]O.C1(C2OC(C(F)(F)F)=C(COC(=O)C3C=CC(CC(SCCC4C=CC(F)=CC=4)C(OCC(Cl)(Cl)Cl)=O)=CC=3)N=2)C=CC=CC=1. No catalyst specified. The product is [CH3:30][C:31]1[O:35][C:34]([C:36]2[CH:37]=[CH:38][CH:39]=[CH:40][CH:41]=2)=[N:33][C:32]=1[CH2:42][CH2:43][O:18][C:17](=[O:19])[C:16]1[CH:20]=[CH:21][C:13]([CH2:12][CH:11]([S:10][CH2:9][CH2:8][C:5]2[CH:6]=[CH:7][C:2]([F:1])=[CH:3][CH:4]=2)[C:22]([O:24][CH2:25][C:26]([Cl:29])([Cl:27])[Cl:28])=[O:23])=[CH:14][CH:15]=1. The yield is 0.835. (4) The reactants are [CH2:1]([N:8]1[CH2:13][CH2:12][CH:11]([CH2:14][O:15][C:16](=[O:46])[C@:17]([C:25]2[CH:26]=[C:27]([CH:43]=[CH:44][CH:45]=2)[O:28][CH2:29][C:30]2[CH:42]=[CH:41][C:33]([C:34]([O:36]C(C)(C)C)=[O:35])=[CH:32][CH:31]=2)([OH:24])[C:18]2[CH:23]=[CH:22][CH:21]=[CH:20][CH:19]=2)[CH2:10][CH2:9]1)[C:2]1[CH:7]=[CH:6][CH:5]=[CH:4][CH:3]=1.[ClH:47].O1CCOCC1. The catalyst is O1CCOCC1. The product is [ClH:47].[CH2:1]([N:8]1[CH2:13][CH2:12][CH:11]([CH2:14][O:15][C:16](=[O:46])[C@:17]([C:25]2[CH:26]=[C:27]([CH:43]=[CH:44][CH:45]=2)[O:28][CH2:29][C:30]2[CH:42]=[CH:41][C:33]([C:34]([OH:36])=[O:35])=[CH:32][CH:31]=2)([OH:24])[C:18]2[CH:23]=[CH:22][CH:21]=[CH:20][CH:19]=2)[CH2:10][CH2:9]1)[C:2]1[CH:7]=[CH:6][CH:5]=[CH:4][CH:3]=1. The yield is 1.00. (5) The reactants are [Si:1]([O:8][C@H:9]1[C@@:13]([C:16]#[CH:17])([CH2:14][OH:15])[O:12][C@@H:11]([N:18]2[CH:26]=[C:24]([CH3:25])[C:22](=[O:23])[NH:21][C:19]2=[O:20])[CH2:10]1)([C:4]([CH3:7])([CH3:6])[CH3:5])([CH3:3])[CH3:2].[CH3:27][C:28](OC(C)=O)=[O:29]. The catalyst is N1C=CC=CC=1. The product is [C:28]([O:15][CH2:14][C@@:13]1([C:16]#[CH:17])[O:12][C@@H:11]([N:18]2[CH:26]=[C:24]([CH3:25])[C:22](=[O:23])[NH:21][C:19]2=[O:20])[CH2:10][C@H:9]1[O:8][Si:1]([C:4]([CH3:7])([CH3:5])[CH3:6])([CH3:2])[CH3:3])(=[O:29])[CH3:27]. The yield is 0.950. (6) The reactants are [CH2:1]([N:3]1[C:12]2[C:7](=[C:8]([N+:16]([O-])=O)[C:9]3[O:15][CH2:14][O:13][C:10]=3[CH:11]=2)[C:6](=[O:19])[C:5]([C:20]([OH:22])=[O:21])=[N:4]1)[CH3:2]. The catalyst is C(O)(=O)C.Cl.[Pd]. The product is [NH2:16][C:8]1[C:9]2[O:15][CH2:14][O:13][C:10]=2[CH:11]=[C:12]2[C:7]=1[C:6](=[O:19])[C:5]([C:20]([OH:22])=[O:21])=[N:4][N:3]2[CH2:1][CH3:2]. The yield is 0.940. (7) The reactants are [Si:1]([O:8][CH2:9][CH2:10][CH2:11][N:12]([CH2:47][CH2:48][CH3:49])[C:13]([C:15]1=[CH:16][C:17]2[CH:33]=[CH:32][C:31]([C:34]3[CH:39]=[CH:38][C:37]([C:40]([N:42]4[CH2:46][CH2:45][CH2:44][CH2:43]4)=[O:41])=[CH:36][CH:35]=3)=[CH:30][C:18]=2[N:19]=[C:20]([NH:22][C:23](=O)OC(C)(C)C)[CH2:21]1)=[O:14])([C:4]([CH3:7])([CH3:6])[CH3:5])([CH3:3])[CH3:2].CN. The catalyst is CN(C=O)C.CCOC(C)=O. The product is [Si:1]([O:8][CH2:9][CH2:10][CH2:11][N:12]([CH2:47][CH2:48][CH3:49])[C:13]([C:15]1=[CH:16][C:17]2[CH:33]=[CH:32][C:31]([C:34]3[CH:39]=[CH:38][C:37]([C:40]([N:42]4[CH2:43][CH2:44][CH2:45][CH2:46]4)=[O:41])=[CH:36][CH:35]=3)=[CH:30][C:18]=2[N:19]=[C:20]([NH:22][CH3:23])[CH2:21]1)=[O:14])([C:4]([CH3:7])([CH3:5])[CH3:6])([CH3:2])[CH3:3]. The yield is 0.380. (8) The reactants are [Cl:1][C:2]1[CH:7]=[CH:6][N:5]=[C:4]([NH:8][C:9]2[CH:17]=[CH:16][C:12]([C:13]([OH:15])=O)=[CH:11][CH:10]=2)[N:3]=1.[CH2:18]([NH2:20])[CH3:19].CN(C(ON1N=NC2C=CC=NC1=2)=[N+](C)C)C.F[P-](F)(F)(F)(F)F.C(N(CC)CC)C. The catalyst is C(Cl)Cl.O. The product is [Cl:1][C:2]1[CH:7]=[CH:6][N:5]=[C:4]([NH:8][C:9]2[CH:10]=[CH:11][C:12]([C:13]([NH:20][CH2:18][CH3:19])=[O:15])=[CH:16][CH:17]=2)[N:3]=1. The yield is 0.900. (9) The reactants are [C:1]([O:5][C:6]([NH:8][CH:9]1[C:27](=[O:28])[N:26]2[CH:22]([CH2:23][CH:24]([OH:29])[CH2:25]2)[C:21](=[O:30])[NH:20][C:19]2([C:31]([O:33]CC)=[O:32])[CH:17]([CH2:18]2)[CH:16]=[CH:15][CH2:14][CH2:13][CH2:12][CH2:11][CH2:10]1)=[O:7])([CH3:4])([CH3:3])[CH3:2].[H-].[Na+].F[C:39]1[CH:44]=[CH:43][C:42]([N+:45]([O-:47])=[O:46])=[CH:41][CH:40]=1. The catalyst is C1COCC1. The product is [C:1]([O:5][C:6]([NH:8][CH:9]1[C:27](=[O:28])[N:26]2[CH:22]([CH2:23][CH:24]([O:29][C:39]3[CH:44]=[CH:43][C:42]([N+:45]([O-:47])=[O:46])=[CH:41][CH:40]=3)[CH2:25]2)[C:21](=[O:30])[NH:20][C:19]2([C:31]([OH:33])=[O:32])[CH:17]([CH2:18]2)[CH:16]=[CH:15][CH2:14][CH2:13][CH2:12][CH2:11][CH2:10]1)=[O:7])([CH3:3])([CH3:2])[CH3:4]. The yield is 0.440. (10) The reactants are [CH3:1][O:2][C:3]1[N:8]=[CH:7][C:6]([C:9](=[O:13])[CH2:10][C:11]#[N:12])=[CH:5][CH:4]=1.O[CH:15]1[CH2:20]SC(O)C[S:16]1. The catalyst is N1CCOCC1.C(O)C. The product is [NH2:12][C:11]1[S:16][CH:15]=[CH:20][C:10]=1[C:9]([C:6]1[CH:7]=[N:8][C:3]([O:2][CH3:1])=[CH:4][CH:5]=1)=[O:13]. The yield is 0.710.